Dataset: Forward reaction prediction with 1.9M reactions from USPTO patents (1976-2016). Task: Predict the product of the given reaction. (1) Given the reactants [Cl:1][C:2]1[N:7]=[CH:6][C:5]2[C@:8]3([C@H:36]([CH2:37][C:38]([CH3:41])([CH3:40])[CH3:39])[N:18]4[C@H:19]([CH2:34][CH3:35])[N:20]([C:23]5[CH:31]=[CH:30][C:26]([C:27]([NH2:29])=[O:28])=[CH:25][C:24]=5[O:32][CH3:33])[C:21](=[O:22])[C@H:17]4[C@@H:16]3[C:42]3[CH:47]=[CH:46][CH:45]=[C:44]([Cl:48])[C:43]=3[F:49])[C:9](=[O:15])[N:10](C(O)CC)[C:4]=2[CH:3]=1.CCO.[OH-].[Na+], predict the reaction product. The product is: [Cl:1][C:2]1[N:7]=[CH:6][C:5]2[C@:8]3([C@H:36]([CH2:37][C:38]([CH3:40])([CH3:41])[CH3:39])[N:18]4[C@H:19]([CH2:34][CH3:35])[N:20]([C:23]5[CH:31]=[CH:30][C:26]([C:27]([NH2:29])=[O:28])=[CH:25][C:24]=5[O:32][CH3:33])[C:21](=[O:22])[C@H:17]4[C@@H:16]3[C:42]3[CH:47]=[CH:46][CH:45]=[C:44]([Cl:48])[C:43]=3[F:49])[C:9](=[O:15])[NH:10][C:4]=2[CH:3]=1. (2) The product is: [Cl:50][C:4]1[CH:5]=[CH:6][C:1]([N:7]2[C:36](=[O:38])[C:25]3[S:26][CH:27]=[C:28]([C:29]4[CH:30]=[CH:31][C:32]([F:35])=[CH:33][CH:34]=4)[C:24]=3[N:23]=[CH:12]2)=[CH:2][CH:3]=1. Given the reactants [C:1]1([N:7]2[C:12](=O)C3SC=C(C4C=CC=CC=4)C=3N=C2)[CH:6]=[CH:5][CH:4]=[CH:3][CH:2]=1.[NH2:23][C:24]1[C:28]([C:29]2[CH:34]=[CH:33][C:32]([F:35])=[CH:31][CH:30]=2)=[CH:27][S:26][C:25]=1[C:36]([O:38]C)=O.C(OCC)(OCC)OCC.[Cl:50]C1C=CC(N)=CC=1, predict the reaction product. (3) Given the reactants Br[C:2]1[C:10]2[C:5](=[CH:6][C:7]([C:11]3[CH:16]=[CH:15][CH:14]=[C:13]([N+:17]([O-:19])=[O:18])[CH:12]=3)=[CH:8][CH:9]=2)[N:4]([C:20]2[CH:25]=[CH:24][N:23]=[CH:22][CH:21]=2)[CH:3]=1.[CH3:26][O:27][C:28]1[CH:33]=[CH:32][C:31](B(O)O)=[CH:30][CH:29]=1, predict the reaction product. The product is: [CH3:26][O:27][C:28]1[CH:33]=[CH:32][C:31]([C:2]2[C:10]3[C:5](=[CH:6][C:7]([C:11]4[CH:16]=[CH:15][CH:14]=[C:13]([N+:17]([O-:19])=[O:18])[CH:12]=4)=[CH:8][CH:9]=3)[N:4]([C:20]3[CH:25]=[CH:24][N:23]=[CH:22][CH:21]=3)[CH:3]=2)=[CH:30][CH:29]=1. (4) Given the reactants [CH:1]1([C:7]([C:9]2[O:10][C:11]3[CH:23]=[CH:22][C:21]([F:24])=[CH:20][C:12]=3[C:13]=2[CH2:14][O:15][CH2:16][CH2:17][O:18][CH3:19])=O)[CH2:6][CH2:5][CH2:4][CH2:3][CH2:2]1.[NH2:25][C:26]1[CH:35]=[CH:34][C:29]([C:30]([O:32][CH3:33])=[O:31])=[CH:28][CH:27]=1.C(=O)([O-])O.[Na+].C([BH3-])#N.[Na+], predict the reaction product. The product is: [CH:1]1([CH:7]([NH:25][C:26]2[CH:27]=[CH:28][C:29]([C:30]([O:32][CH3:33])=[O:31])=[CH:34][CH:35]=2)[C:9]2[O:10][C:11]3[CH:23]=[CH:22][C:21]([F:24])=[CH:20][C:12]=3[C:13]=2[CH2:14][O:15][CH2:16][CH2:17][O:18][CH3:19])[CH2:6][CH2:5][CH2:4][CH2:3][CH2:2]1. (5) Given the reactants [CH2:1]([O:8][C:9]1[CH:14]=[CH:13][C:12]([O:15][C:16](=[O:18])[CH3:17])=[CH:11][CH:10]=1)[C:2]1[CH:7]=[CH:6][CH:5]=[CH:4][CH:3]=1.[N+:19]([O-])([OH:21])=[O:20], predict the reaction product. The product is: [CH2:1]([O:8][C:9]1[CH:14]=[CH:13][C:12]([O:15][C:16](=[O:18])[CH3:17])=[CH:11][C:10]=1[N+:19]([O-:21])=[O:20])[C:2]1[CH:3]=[CH:4][CH:5]=[CH:6][CH:7]=1. (6) Given the reactants N(C(OC(C)C)=O)=NC(OC(C)C)=O.[Cl:15][C:16]1[N:21]=[C:20]2[NH:22][N:23]=[CH:24][C:19]2=[C:18]([N:25]2[CH2:31][CH:30]3[O:32][CH:27]([CH2:28][CH2:29]3)[CH2:26]2)[N:17]=1.[CH3:33][O:34][CH2:35][CH:36](O)[CH2:37][O:38][CH3:39].C1(P(C2C=CC=CC=2)C2C=CC=CC=2)C=CC=CC=1, predict the reaction product. The product is: [Cl:15][C:16]1[N:21]=[C:20]2[N:22]([CH:36]([CH2:37][O:38][CH3:39])[CH2:35][O:34][CH3:33])[N:23]=[CH:24][C:19]2=[C:18]([N:25]2[CH2:31][CH:30]3[O:32][CH:27]([CH2:28][CH2:29]3)[CH2:26]2)[N:17]=1.